This data is from Peptide-MHC class I binding affinity with 185,985 pairs from IEDB/IMGT. The task is: Regression. Given a peptide amino acid sequence and an MHC pseudo amino acid sequence, predict their binding affinity value. This is MHC class I binding data. The peptide sequence is EGFDPRALI. The MHC is HLA-B15:01 with pseudo-sequence HLA-B15:01. The binding affinity (normalized) is 0.0847.